Dataset: NCI-60 drug combinations with 297,098 pairs across 59 cell lines. Task: Regression. Given two drug SMILES strings and cell line genomic features, predict the synergy score measuring deviation from expected non-interaction effect. (1) Drug 1: CCC1=CC2CC(C3=C(CN(C2)C1)C4=CC=CC=C4N3)(C5=C(C=C6C(=C5)C78CCN9C7C(C=CC9)(C(C(C8N6C)(C(=O)OC)O)OC(=O)C)CC)OC)C(=O)OC.C(C(C(=O)O)O)(C(=O)O)O. Drug 2: C1CCC(CC1)NC(=O)N(CCCl)N=O. Cell line: SNB-75. Synergy scores: CSS=36.9, Synergy_ZIP=-12.7, Synergy_Bliss=-3.29, Synergy_Loewe=-28.1, Synergy_HSA=-0.755. (2) Synergy scores: CSS=80.2, Synergy_ZIP=-1.48, Synergy_Bliss=-2.55, Synergy_Loewe=0.338, Synergy_HSA=1.16. Cell line: SN12C. Drug 2: CCC1(C2=C(COC1=O)C(=O)N3CC4=CC5=C(C=CC(=C5CN(C)C)O)N=C4C3=C2)O.Cl. Drug 1: CC1C(C(CC(O1)OC2CC(OC(C2O)C)OC3=CC4=CC5=C(C(=O)C(C(C5)C(C(=O)C(C(C)O)O)OC)OC6CC(C(C(O6)C)O)OC7CC(C(C(O7)C)O)OC8CC(C(C(O8)C)O)(C)O)C(=C4C(=C3C)O)O)O)O. (3) Drug 1: C1=NC2=C(N=C(N=C2N1C3C(C(C(O3)CO)O)F)Cl)N. Drug 2: CS(=O)(=O)OCCCCOS(=O)(=O)C. Cell line: NCI-H226. Synergy scores: CSS=-4.96, Synergy_ZIP=3.03, Synergy_Bliss=1.93, Synergy_Loewe=-0.373, Synergy_HSA=-3.04. (4) Drug 2: CC1=C(N=C(N=C1N)C(CC(=O)N)NCC(C(=O)N)N)C(=O)NC(C(C2=CN=CN2)OC3C(C(C(C(O3)CO)O)O)OC4C(C(C(C(O4)CO)O)OC(=O)N)O)C(=O)NC(C)C(C(C)C(=O)NC(C(C)O)C(=O)NCCC5=NC(=CS5)C6=NC(=CS6)C(=O)NCCC[S+](C)C)O. Synergy scores: CSS=15.1, Synergy_ZIP=-8.70, Synergy_Bliss=-2.42, Synergy_Loewe=-8.64, Synergy_HSA=-0.361. Cell line: SNB-19. Drug 1: C1=NC2=C(N=C(N=C2N1C3C(C(C(O3)CO)O)F)Cl)N. (5) Drug 1: CC1=CC2C(CCC3(C2CCC3(C(=O)C)OC(=O)C)C)C4(C1=CC(=O)CC4)C. Drug 2: C1=NC2=C(N1)C(=S)N=C(N2)N. Cell line: A498. Synergy scores: CSS=29.0, Synergy_ZIP=-8.58, Synergy_Bliss=-3.89, Synergy_Loewe=-8.67, Synergy_HSA=-0.532. (6) Drug 1: C(=O)(N)NO. Drug 2: C1CC(=O)NC(=O)C1N2C(=O)C3=CC=CC=C3C2=O. Cell line: M14. Synergy scores: CSS=0.0635, Synergy_ZIP=0.837, Synergy_Bliss=0.765, Synergy_Loewe=-0.372, Synergy_HSA=-0.858.